From a dataset of Forward reaction prediction with 1.9M reactions from USPTO patents (1976-2016). Predict the product of the given reaction. (1) Given the reactants C(OC([N:8]([C:22]([O:24][C:25]([CH3:28])([CH3:27])[CH3:26])=[O:23])[CH2:9][CH2:10][C:11]1[NH:15][N:14]=[C:13]([C:16]2[CH:21]=[CH:20][CH:19]=[CH:18][CH:17]=2)[N:12]=1)=O)(C)(C)C.[CH:29]1(B(O)O)[CH2:31][CH2:30]1.C(=O)([O-])[O-].[Na+].[Na+].N1C=CC=CC=1C1C=CC=CN=1, predict the reaction product. The product is: [CH:29]1([N:15]2[C:11]([CH2:10][CH2:9][NH:8][C:22](=[O:23])[O:24][C:25]([CH3:26])([CH3:27])[CH3:28])=[N:12][C:13]([C:16]3[CH:17]=[CH:18][CH:19]=[CH:20][CH:21]=3)=[N:14]2)[CH2:31][CH2:30]1. (2) Given the reactants N1CCC[C@H]1C(O)=O.[Cl:9][C:10]1[CH:17]=[CH:16][C:13]([CH:14]=[O:15])=[CH:12][C:11]=1[F:18].[Cl-].[NH4+].[CH3:21][C:22]([CH3:24])=[O:23], predict the reaction product. The product is: [Cl:9][C:10]1[CH:17]=[CH:16][C:13]([CH:14]([OH:15])[CH2:21][C:22](=[O:23])[CH3:24])=[CH:12][C:11]=1[F:18]. (3) The product is: [CH2:1]([N:8]1[CH2:12][C@@H:11]2[C@@H:13]([NH:16][C:24](=[O:25])[C@H:23]([C:17]3[CH:22]=[CH:21][CH:20]=[CH:19][CH:18]=3)[CH3:27])[CH2:14][CH2:15][C@@H:10]2[CH2:9]1)[C:2]1[CH:3]=[CH:4][CH:5]=[CH:6][CH:7]=1. Given the reactants [CH2:1]([N:8]1[CH2:12][C@H:11]2[C@H:13]([NH2:16])[CH2:14][CH2:15][C@H:10]2[CH2:9]1)[C:2]1[CH:7]=[CH:6][CH:5]=[CH:4][CH:3]=1.[C:17]1([C@H:23]([CH2:27]C)[C:24](O)=[O:25])[CH:22]=[CH:21][CH:20]=[CH:19][CH:18]=1, predict the reaction product. (4) Given the reactants Br[C:2]1[CH:3]=[N:4][C:5]([N:8]2[C:16]3[C:11](=[CH:12][CH:13]=[C:14]([C:17]([N:19]4[CH2:24][CH2:23][O:22][CH2:21][CH2:20]4)=[O:18])[CH:15]=3)[C:10]([S:25]([CH3:27])=[O:26])=[CH:9]2)=[N:6][CH:7]=1.[O:28]1[C:32]2[CH:33]=[CH:34][C:35](B(O)O)=[CH:36][C:31]=2[O:30][CH2:29]1, predict the reaction product. The product is: [O:28]1[C:32]2[CH:33]=[CH:34][C:35]([C:2]3[CH:3]=[N:4][C:5]([N:8]4[C:16]5[C:11](=[CH:12][CH:13]=[C:14]([C:17]([N:19]6[CH2:24][CH2:23][O:22][CH2:21][CH2:20]6)=[O:18])[CH:15]=5)[C:10]([S:25]([CH3:27])=[O:26])=[CH:9]4)=[N:6][CH:7]=3)=[CH:36][C:31]=2[O:30][CH2:29]1. (5) Given the reactants [F:1][C:2]1[CH:27]=[CH:26][C:5]([O:6][CH2:7][CH2:8][CH2:9][CH2:10][CH2:11][CH2:12][CH2:13][CH2:14][N:15]2C(=O)C3=CC=CC=C3C2=O)=[CH:4][CH:3]=1.O.NN.C(OC1C=C(CN)C=CC=1)CCCCC, predict the reaction product. The product is: [F:1][C:2]1[CH:27]=[CH:26][C:5]([O:6][CH2:7][CH2:8][CH2:9][CH2:10][CH2:11][CH2:12][CH2:13][CH2:14][NH2:15])=[CH:4][CH:3]=1. (6) The product is: [C:1]([C:5]1[CH:6]=[C:7]([CH:16]2[N:20]([C:21]3[CH:22]=[CH:23][C:24]([NH2:27])=[CH:25][CH:26]=3)[C:19](=[O:30])[CH2:18][S:17]2)[CH:8]=[C:9]([C:12]([CH3:15])([CH3:14])[CH3:13])[C:10]=1[OH:11])([CH3:2])([CH3:3])[CH3:4]. Given the reactants [C:1]([C:5]1[CH:6]=[C:7]([CH:16]2[N:20]([C:21]3[CH:26]=[CH:25][C:24]([N+:27]([O-])=O)=[CH:23][CH:22]=3)[C:19](=[O:30])[CH2:18][S:17]2)[CH:8]=[C:9]([C:12]([CH3:15])([CH3:14])[CH3:13])[C:10]=1[OH:11])([CH3:4])([CH3:3])[CH3:2].C(=O)([O-])O.[Na+], predict the reaction product.